Dataset: Peptide-MHC class I binding affinity with 185,985 pairs from IEDB/IMGT. Task: Regression. Given a peptide amino acid sequence and an MHC pseudo amino acid sequence, predict their binding affinity value. This is MHC class I binding data. (1) The MHC is HLA-B44:02 with pseudo-sequence HLA-B44:02. The binding affinity (normalized) is 0.448. The peptide sequence is AERTGEPDY. (2) The peptide sequence is FISDNKKEYK. The MHC is HLA-A11:01 with pseudo-sequence HLA-A11:01. The binding affinity (normalized) is 0.643. (3) The peptide sequence is RQEPTAFEF. The MHC is Mamu-B3901 with pseudo-sequence Mamu-B3901. The binding affinity (normalized) is 0.260. (4) The peptide sequence is LLPSTDVNK. The MHC is HLA-A11:01 with pseudo-sequence HLA-A11:01. The binding affinity (normalized) is 0.203. (5) The peptide sequence is ESSIYVILK. The MHC is HLA-A11:01 with pseudo-sequence HLA-A11:01. The binding affinity (normalized) is 0.660. (6) The MHC is HLA-B15:03 with pseudo-sequence HLA-B15:03. The binding affinity (normalized) is 1.00. The peptide sequence is KMTRVFNKF. (7) The peptide sequence is ETINEEAADW. The MHC is HLA-A02:03 with pseudo-sequence HLA-A02:03. The binding affinity (normalized) is 0.